This data is from Reaction yield outcomes from USPTO patents with 853,638 reactions. The task is: Predict the reaction yield, written as a fraction of the theoretical maximum amount of product (1.0 means a 100% yield; for example, 0.34 means a 34% yield). (1) The reactants are [Cl:1][C:2]1[C:3]([CH3:15])=[C:4](I)[C:5]([O:11][CH2:12][CH3:13])=[C:6]([C:8](=[O:10])[CH3:9])[CH:7]=1.[CH3:16][C:17]1(C)C(C)(C)OB(C=C)O1.ClCCl.C(=O)([O-])[O-].[K+].[K+]. The catalyst is O1CCOCC1.C1C=CC(P(C2C=CC=CC=2)[C-]2C=CC=C2)=CC=1.C1C=CC(P(C2C=CC=CC=2)[C-]2C=CC=C2)=CC=1.Cl[Pd]Cl.[Fe+2].O. The product is [Cl:1][C:2]1[C:3]([CH3:15])=[C:4]([CH:16]=[CH2:17])[C:5]([O:11][CH2:12][CH3:13])=[C:6]([C:8](=[O:10])[CH3:9])[CH:7]=1. The yield is 0.820. (2) The reactants are [CH2:1]([C@@:4]1([C:27]2[CH:32]=[CH:31][C:30]([F:33])=[CH:29][CH:28]=2)[O:9][C:8](=[O:10])[N:7]([C@H:11]([C:13]2[CH:18]=[CH:17][C:16]([C:19]3[C:20](=[O:26])[N:21]([CH3:25])[CH:22]=[CH:23][CH:24]=3)=[CH:15][CH:14]=2)[CH3:12])[CH2:6][CH2:5]1)[CH:2]=[CH2:3].C(BC(C(C)C)C)(C(C)C)C.C1C[O:48]CC1. No catalyst specified. The product is [F:33][C:30]1[CH:31]=[CH:32][C:27]([C@:4]2([CH2:1][CH2:2][CH2:3][OH:48])[O:9][C:8](=[O:10])[N:7]([C@H:11]([C:13]3[CH:14]=[CH:15][C:16]([C:19]4[C:20](=[O:26])[N:21]([CH3:25])[CH:22]=[CH:23][CH:24]=4)=[CH:17][CH:18]=3)[CH3:12])[CH2:6][CH2:5]2)=[CH:28][CH:29]=1. The yield is 0.300. (3) The reactants are [O:1]1[CH:5]=[CH:4][CH:3]=[C:2]1[C:6]1[O:7][C:8]([CH3:41])=[C:9]([CH2:11][O:12][C:13]2[CH:38]=[CH:37][C:16]([CH2:17][O:18][C:19]3[C:23](/[CH:24]=[CH:25]/[C:26](OCC)=[O:27])=[CH:22][N:21]([C:31]4[CH:36]=[CH:35][CH:34]=[CH:33][CH:32]=4)[N:20]=3)=[CH:15][C:14]=2[O:39][CH3:40])[N:10]=1.[H-].C([Al+]CC(C)C)C(C)C.O.O.O.O.O.O.O.O.O.O.S([O-])([O-])(=O)=O.[Na+].[Na+]. The catalyst is O1CCCC1.C(OCC)(=O)C. The product is [O:1]1[CH:5]=[CH:4][CH:3]=[C:2]1[C:6]1[O:7][C:8]([CH3:41])=[C:9]([CH2:11][O:12][C:13]2[CH:38]=[CH:37][C:16]([CH2:17][O:18][C:19]3[C:23](/[CH:24]=[CH:25]/[CH2:26][OH:27])=[CH:22][N:21]([C:31]4[CH:32]=[CH:33][CH:34]=[CH:35][CH:36]=4)[N:20]=3)=[CH:15][C:14]=2[O:39][CH3:40])[N:10]=1. The yield is 0.590. (4) The reactants are [NH2:1][C:2]1[C:3]([Cl:25])=[C:4]([C:21]([CH3:24])=[CH:22][CH:23]=1)[O:5][C:6]1[CH:7]=[CH:8][C:9]2[N:10]([CH:12]=[C:13]([NH:15][C:16]([CH:18]3[CH2:20][CH2:19]3)=[O:17])[N:14]=2)[N:11]=1.[F:26][C:27]([F:38])([F:37])[C:28]1[CH:29]=[C:30]([CH:34]=[CH:35][CH:36]=1)[C:31](Cl)=[O:32]. The catalyst is CN1CCCC1=O. The product is [Cl:25][C:3]1[C:4]([O:5][C:6]2[CH:7]=[CH:8][C:9]3[N:10]([CH:12]=[C:13]([NH:15][C:16]([CH:18]4[CH2:19][CH2:20]4)=[O:17])[N:14]=3)[N:11]=2)=[C:21]([CH3:24])[CH:22]=[CH:23][C:2]=1[NH:1][C:31](=[O:32])[C:30]1[CH:34]=[CH:35][CH:36]=[C:28]([C:27]([F:26])([F:37])[F:38])[CH:29]=1. The yield is 0.600. (5) The reactants are [C:1]([OH:9])(=[O:8])[CH:2]([CH2:4][C:5]([OH:7])=O)[OH:3].[NH2:10][C@H]1C[C@@H](C)CN(C2C([O:28]C)=C3C(C(=O)C(C(O)=O)=CN3C3CC3)=CC=2)C1.[C:37]([OH:42])(=[O:41])[CH:38]([CH3:40])[OH:39]. The catalyst is O. The product is [O:39]=[CH:38][C@@H:37]([C@H:5]([C@@H:4]([C@@H:2]([CH2:1][OH:9])[OH:3])[OH:28])[OH:7])[OH:41].[NH2:10][C@H:2]([C:1]([OH:9])=[O:8])[CH2:40][CH2:38][C:37]([OH:42])=[O:41]. The yield is 0.0300. (6) The reactants are ClC1N=[C:6]([C:8]2N3C=CC=[CH:16][C:11]3=[N:10][CH:9]=2)C(Cl)=CN=1.[Cl:18][C:19]1[C:20]([C:44]2[N:48]3[CH:49]=[CH:50][CH:51]=[CH:52][C:47]3=[N:46][CH:45]=2)=[N:21][C:22]([NH:25][C:26]2[CH:31]=[CH:30][C:29]([N:32]3[CH2:37]CN(C(=O)CC)CC3)=[CH:28][C:27]=2[O:42][CH3:43])=[N:23][CH:24]=1.[OH2:53].C1(C)C=CC(S(O)(=O)=O)=CC=1.C(=O)(O)[O-].[Na+]. The catalyst is CC(O)CCC. The product is [CH:8]12[O:53][CH:16]([CH2:11][NH:10][CH2:9]1)[CH2:37][N:32]([C:29]1[CH:30]=[CH:31][C:26]([NH:25][C:22]3[N:21]=[C:20]([C:44]4[N:48]5[CH:49]=[CH:50][CH:51]=[CH:52][C:47]5=[N:46][CH:45]=4)[C:19]([Cl:18])=[CH:24][N:23]=3)=[C:27]([O:42][CH3:43])[CH:28]=1)[CH2:6]2. The yield is 0.180. (7) The reactants are [O-]CC.[Na+].[Na].[C:6]([O:14]CC)(=O)[CH2:7][C:8]([O:10]CC)=O.Cl.[CH:18]1([C:24](=[NH:26])[NH2:25])[CH2:23][CH2:22][CH2:21][CH2:20][CH2:19]1. The product is [CH:18]1([C:24]2[N:26]=[C:6]([OH:14])[CH:7]=[C:8]([OH:10])[N:25]=2)[CH2:23][CH2:22][CH2:21][CH2:20][CH2:19]1. The yield is 0.930. The catalyst is C(O)C.